From a dataset of Full USPTO retrosynthesis dataset with 1.9M reactions from patents (1976-2016). Predict the reactants needed to synthesize the given product. (1) Given the product [CH3:41][N:38]1[CH2:37][CH2:36][N:35]([C:5]2[CH:6]=[C:7]([C:9]3[CH:18]=[C:17]4[C:12]([CH2:13][CH2:14][N:15]([C:19](=[O:34])[CH2:20][CH:21]5[CH2:26][CH2:25][NH:24][CH2:23][CH2:22]5)[CH2:16]4)=[CH:11][CH:10]=3)[N:8]=[C:3]([NH2:2])[N:4]=2)[CH2:40][CH2:39]1, predict the reactants needed to synthesize it. The reactants are: Cl.[NH2:2][C:3]1[N:8]=[C:7]([C:9]2[CH:18]=[C:17]3[C:12]([CH2:13][CH2:14][N:15]([C:19](=[O:34])[CH2:20][CH:21]4[CH2:26][CH2:25][N:24](C(OC(C)(C)C)=O)[CH2:23][CH2:22]4)[CH2:16]3)=[CH:11][CH:10]=2)[CH:6]=[C:5]([N:35]2[CH2:40][CH2:39][N:38]([CH3:41])[CH2:37][CH2:36]2)[N:4]=1. (2) Given the product [Br:1][C:2]1[CH:3]=[CH:4][C:5]([N:8]2[CH:12]=[C:11]([CH2:13][CH2:14][CH2:15][O:16][C:17]3[C:22]([O:23][CH3:24])=[CH:21][CH:20]=[CH:19][C:18]=3[CH2:25][C:26]([OH:28])=[O:27])[C:10]([CH:30]([CH2:33][CH3:34])[CH2:31][CH3:32])=[N:9]2)=[N:6][CH:7]=1, predict the reactants needed to synthesize it. The reactants are: [Br:1][C:2]1[CH:3]=[CH:4][C:5]([N:8]2[CH:12]=[C:11]([CH2:13][CH2:14][CH2:15][O:16][C:17]3[C:22]([O:23][CH3:24])=[CH:21][CH:20]=[CH:19][C:18]=3[CH2:25][C:26]([O:28]C)=[O:27])[C:10]([CH:30]([CH2:33][CH3:34])[CH2:31][CH3:32])=[N:9]2)=[N:6][CH:7]=1.[OH-].[Na+].O1CCCC1.Cl. (3) Given the product [CH3:26][O:25][C:7]1([C:18]2[CH:23]=[CH:22][CH:21]=[CH:20][C:19]=2[CH3:24])[CH2:6][CH2:5][C:4]2[C:3]([CH2:2][O:28][CH3:27])=[CH:17][C:11]3[N:12]([CH3:16])[C:13]([CH3:15])=[N:14][C:10]=3[C:9]=2[O:8]1, predict the reactants needed to synthesize it. The reactants are: Cl[CH2:2][C:3]1[C:4]2[CH2:5][CH2:6][C:7]([O:25][CH3:26])([C:18]3[CH:23]=[CH:22][CH:21]=[CH:20][C:19]=3[CH3:24])[O:8][C:9]=2[C:10]2[N:14]=[C:13]([CH3:15])[N:12]([CH3:16])[C:11]=2[CH:17]=1.[CH3:27][O-:28].[Na+]. (4) Given the product [N:20]1([C:1]2[CH:3]=[C:4]3[C:5](=[C:18]([NH2:19])[N:2]=2)[CH:6]=[N:7][C:8]2[CH:9]=[C:10]([O:16][CH3:17])[C:11]([O:14][CH3:15])=[CH:12][C:13]3=2)[CH:24]=[CH:23][N:22]=[CH:21]1, predict the reactants needed to synthesize it. The reactants are: [C:1]([CH2:3][C:4]1[C:13]2[C:8](=[CH:9][C:10]([O:16][CH3:17])=[C:11]([O:14][CH3:15])[CH:12]=2)[N:7]=[CH:6][C:5]=1[C:18]#[N:19])#[N:2].[NH:20]1[CH:24]=[CH:23][N:22]=[CH:21]1. (5) The reactants are: C[O:2][C:3]([C:5]1([NH:12][C:13](=[O:33])[C:14]2[CH:19]=[CH:18][C:17]([O:20][CH3:21])=[C:16]([O:22][CH2:23][CH2:24][C:25]3[CH:30]=[C:29]([CH3:31])[CH:28]=[CH:27][C:26]=3[F:32])[CH:15]=2)[CH2:11][CH2:10][CH2:9][CH2:8][CH2:7][CH2:6]1)=[O:4].[OH-].[Li+]. Given the product [F:32][C:26]1[CH:27]=[CH:28][C:29]([CH3:31])=[CH:30][C:25]=1[CH2:24][CH2:23][O:22][C:16]1[CH:15]=[C:14]([CH:19]=[CH:18][C:17]=1[O:20][CH3:21])[C:13]([NH:12][C:5]1([C:3]([OH:4])=[O:2])[CH2:11][CH2:10][CH2:9][CH2:8][CH2:7][CH2:6]1)=[O:33], predict the reactants needed to synthesize it. (6) Given the product [Br:1][C:2]1[C:3]([Cl:19])=[N:4][CH:5]=[C:6]([Br:8])[N:7]=1, predict the reactants needed to synthesize it. The reactants are: [Br:1][C:2]1[C:3](N)=[N:4][CH:5]=[C:6]([Br:8])[N:7]=1.N(OC(C)(C)C)=O.O.C(Cl)[Cl:19]. (7) Given the product [Br:4][C:5]1[C:6]([F:17])=[CH:7][CH:8]=[C:9]2[C:14]=1[NH:13][C:12](=[O:15])[C:11]([CH3:16])=[N:10]2, predict the reactants needed to synthesize it. The reactants are: O.OO.[Br:4][C:5]1[C:6]([F:17])=[CH:7][CH:8]=[C:9]2[C:14]=1[NH:13][C:12](=[O:15])[CH:11]([CH3:16])[NH:10]2.[OH-].[Na+].